Dataset: Catalyst prediction with 721,799 reactions and 888 catalyst types from USPTO. Task: Predict which catalyst facilitates the given reaction. (1) Reactant: Cl[C:2]1[C:3]2[C:4]3[C:5](=[CH:13][N:14]([C@@H:16]4[O:22][C@H:21]([CH2:23][O:24][Si](C(C)(C)C)(C)C)[C@@H:19]([OH:20])[C@@:17]4([CH3:32])[OH:18])[N:15]=2)[CH:6]=[CH:7][C:8]=3[C:9](=[O:12])[NH:10][N:11]=1.[CH3:33][NH2:34]. Product: [CH3:32][C@@:17]1([OH:18])[C@H:19]([OH:20])[C@@H:21]([CH2:23][OH:24])[O:22][C@H:16]1[N:14]1[CH:13]=[C:5]2[CH:6]=[CH:7][C:8]3[C:9](=[O:12])[NH:10][N:11]=[C:2]([NH:34][CH3:33])[C:3]([C:4]=32)=[N:15]1. The catalyst class is: 1. (2) Reactant: Cl.[CH:2]1([O:8][CH2:9][C:10]2[CH:15]=[CH:14][CH:13]=[CH:12][C:11]=2[C:16]2[S:20][C:19]([N:21]=C(C3C=CC=CC=3)C3C=CC=CC=3)=[N:18][CH:17]=2)[CH2:7][CH2:6][CH2:5][CH2:4][CH2:3]1. Product: [CH:2]1([O:8][CH2:9][C:10]2[CH:15]=[CH:14][CH:13]=[CH:12][C:11]=2[C:16]2[S:20][C:19]([NH2:21])=[N:18][CH:17]=2)[CH2:3][CH2:4][CH2:5][CH2:6][CH2:7]1. The catalyst class is: 5. (3) Reactant: C([O:8][C:9]1[C:10](=[O:39])[C:11]([C:28]2[N:32]([C:33]3[CH:38]=[CH:37][CH:36]=[CH:35][CH:34]=3)[N:31]=[CH:30][CH:29]=2)=[N:12][N:13]([C:15]2[CH:20]=[CH:19][C:18]([N:21]3[CH2:24][C:23]([F:26])([F:25])[CH2:22]3)=[CH:17][C:16]=2[F:27])[CH:14]=1)C1C=CC=CC=1. Product: [F:26][C:23]1([F:25])[CH2:22][N:21]([C:18]2[CH:19]=[CH:20][C:15]([N:13]3[CH:14]=[C:9]([OH:8])[C:10](=[O:39])[C:11]([C:28]4[N:32]([C:33]5[CH:38]=[CH:37][CH:36]=[CH:35][CH:34]=5)[N:31]=[CH:30][CH:29]=4)=[N:12]3)=[C:16]([F:27])[CH:17]=2)[CH2:24]1. The catalyst class is: 582. (4) Reactant: [NH2:1][C:2]1[CH:7]=[CH:6][C:5]([CH2:8][CH2:9][C:10]([O:12][CH2:13][CH3:14])=[O:11])=[C:4]([F:15])[CH:3]=1.[CH2:16]([N:18]([CH2:39][CH3:40])[C:19](=[O:38])[CH2:20][O:21][C:22]1[CH:27]=[C:26]([CH3:28])[C:25]([C:29]2[CH:34]=[CH:33][CH:32]=[C:31]([CH:35]=O)[CH:30]=2)=[C:24]([CH3:37])[CH:23]=1)[CH3:17].C(O)(=O)C.C(O[BH-](OC(=O)C)OC(=O)C)(=O)C.[Na+].C(O)(=O)CC(CC(O)=O)(C(O)=O)O. Product: [CH2:39]([N:18]([CH2:16][CH3:17])[C:19](=[O:38])[CH2:20][O:21][C:22]1[CH:27]=[C:26]([CH3:28])[C:25]([C:29]2[CH:34]=[CH:33][CH:32]=[C:31]([CH2:35][NH:1][C:2]3[CH:7]=[CH:6][C:5]([CH2:8][CH2:9][C:10]([O:12][CH2:13][CH3:14])=[O:11])=[C:4]([F:15])[CH:3]=3)[CH:30]=2)=[C:24]([CH3:37])[CH:23]=1)[CH3:40]. The catalyst class is: 325. (5) Reactant: C([O:9][C@@H:10]1[C@@H:28]([O:29]C(=O)C2C=CC=CC=2)[C@H:27]([CH2:38][O:39]C(=O)C2C=CC=CC=2)[O:26][C@H:11]1[O:12][C:13]1[C:21]2[C:16](=[CH:17][CH:18]=[C:19]([Br:22])[CH:20]=2)[N:15](C(=O)C)[CH:14]=1)(=O)C1C=CC=CC=1.C[O-].[Na+]. Product: [O:12]([C:13]1[C:21]2[C:16](=[CH:17][CH:18]=[C:19]([Br:22])[CH:20]=2)[NH:15][CH:14]=1)[C@@H:11]1[O:26][C@@H:27]([CH2:38][OH:39])[C@H:28]([OH:29])[C@H:10]1[OH:9]. The catalyst class is: 404. (6) Reactant: C[N:2](/[CH:4]=[C:5]1/[C:6](=[O:15])[NH:7][CH2:8][C:9]2[C:14]/1=[CH:13][CH:12]=[CH:11][CH:10]=2)[CH3:3].[CH3:16][N:17]1[CH2:22][CH2:21][N:20]([C:23]2[CH:28]=[CH:27]C(N)=[CH:25][CH:24]=2)[CH2:19][CH2:18]1. Product: [CH3:16][N:17]1[CH2:22][CH2:21][N:20]([C:23]2[CH:28]=[CH:27][C:3]([NH:2]/[CH:4]=[C:5]3\[C:6](=[O:15])[NH:7][CH2:8][C:9]4[C:14]\3=[CH:13][CH:12]=[CH:11][CH:10]=4)=[CH:25][CH:24]=2)[CH2:19][CH2:18]1. The catalyst class is: 11.